From a dataset of Full USPTO retrosynthesis dataset with 1.9M reactions from patents (1976-2016). Predict the reactants needed to synthesize the given product. (1) Given the product [CH3:17][O:18][C:19]1[CH:27]=[CH:26][CH:25]=[C:21]([C:22]2[O:1][N:2]=[C:3]([C:5]3[C:10]([C:11]4[CH:16]=[CH:15][CH:14]=[CH:13][CH:12]=4)=[CH:9][CH:8]=[CH:7][N:6]=3)[N:4]=2)[C:20]=1[OH:28], predict the reactants needed to synthesize it. The reactants are: [OH:1][NH:2][C:3]([C:5]1[C:10]([C:11]2[CH:16]=[CH:15][CH:14]=[CH:13][CH:12]=2)=[CH:9][CH:8]=[CH:7][N:6]=1)=[NH:4].[CH3:17][O:18][C:19]1[CH:27]=[CH:26][CH:25]=[C:21]([C:22](O)=O)[C:20]=1[OH:28]. (2) Given the product [F:30][C:27]1[CH:26]=[CH:25][C:24]([CH:16]([C:17]2[CH:18]=[CH:19][C:20]([F:23])=[CH:21][CH:22]=2)[N:13]2[CH2:14][CH2:15][N:10]([C:5]3[CH:4]=[CH:3][C:2]([NH:1][C:38]([NH:37][C:36]4[C:32]([CH3:31])=[N:33][O:34][C:35]=4[CH3:40])=[O:39])=[CH:9][C:6]=3[C:7]#[N:8])[CH2:11][CH2:12]2)=[CH:29][CH:28]=1, predict the reactants needed to synthesize it. The reactants are: [NH2:1][C:2]1[CH:3]=[CH:4][C:5]([N:10]2[CH2:15][CH2:14][N:13]([CH:16]([C:24]3[CH:29]=[CH:28][C:27]([F:30])=[CH:26][CH:25]=3)[C:17]3[CH:22]=[CH:21][C:20]([F:23])=[CH:19][CH:18]=3)[CH2:12][CH2:11]2)=[C:6]([CH:9]=1)[C:7]#[N:8].[CH3:31][C:32]1[C:36]([N:37]=[C:38]=[O:39])=[C:35]([CH3:40])[O:34][N:33]=1. (3) Given the product [Br:1][C:2]1[CH:3]=[C:4]2[C:8](=[CH:9][CH:10]=1)[N:7]([S:15]([CH:20]([CH3:24])[CH3:21])(=[O:17])=[O:16])[N:6]=[CH:5]2, predict the reactants needed to synthesize it. The reactants are: [Br:1][C:2]1[CH:3]=[C:4]2[C:8](=[CH:9][CH:10]=1)[NH:7][N:6]=[CH:5]2.[H-].[Na+].CN(C)[S:15](Cl)(=[O:17])=[O:16].[CH2:20]1[CH2:24]OC[CH2:21]1. (4) Given the product [NH2:24][C:25]1[N:30]=[CH:29][N:28]=[C:27]([NH:31][CH:1]([C:3]2[C:12]([C:13]3[CH:18]=[CH:17][CH:16]=[CH:15][N:14]=3)=[C:11]([C:19]([O:21][CH3:22])=[O:20])[C:10]3[C:5](=[CH:6][CH:7]=[C:8]([F:23])[CH:9]=3)[N:4]=2)[CH3:2])[C:26]=1[C:55]#[N:56], predict the reactants needed to synthesize it. The reactants are: [CH2:1]([C:3]1[C:12]([C:13]2[CH:18]=[CH:17][CH:16]=[CH:15][N:14]=2)=[C:11]([C:19]([O:21][CH3:22])=[O:20])[C:10]2[C:5](=[CH:6][CH:7]=[C:8]([F:23])[CH:9]=2)[N:4]=1)[CH3:2].[NH2:24][C:25]1[N:30]=[CH:29][N:28]=[C:27]([NH:31]C(C2C(C3C=CC=CC=3)=C(C(OC)=O)C3C(=CC=C(F)C=3)N=2)C)[C:26]=1[C:55]#[N:56]. (5) Given the product [F:1][C:2]1[CH:3]=[C:4]([NH:8][C:9]2[N:14]=[C:13]([NH:15][CH2:16][CH2:17][CH3:18])[C:12]([C:19]#[C:20][C@@H:21]3[CH2:26][CH2:25][CH2:24][C@H:23]([NH:27][C:28](=[O:40])[C@@H:29]([NH:31][CH3:32])[CH3:30])[CH2:22]3)=[CH:11][N:10]=2)[CH:5]=[CH:6][CH:7]=1, predict the reactants needed to synthesize it. The reactants are: [F:1][C:2]1[CH:3]=[C:4]([NH:8][C:9]2[N:14]=[C:13]([NH:15][CH2:16][CH2:17][CH3:18])[C:12]([C:19]#[C:20][C@@H:21]3[CH2:26][CH2:25][CH2:24][C@H:23]([NH:27][C:28](=[O:40])[C@@H:29]([N:31](C)[C:32](=O)OC(C)(C)C)[CH3:30])[CH2:22]3)=[CH:11][N:10]=2)[CH:5]=[CH:6][CH:7]=1.Cl. (6) Given the product [CH3:7][O:8][C:9]1[CH:10]=[CH:11][C:12]([C:15]23[N:32]([C:33]([C:35]4[C:36]([CH3:40])=[N:37][O:38][CH:39]=4)=[O:34])[CH2:31][CH2:30][N:16]2[C:17](=[O:29])[C:18]2[N:19]([CH:21]=[C:22]([C:24]4[N:25]([CH3:1])[N:26]=[N:27][N:28]=4)[CH:23]=2)[CH2:20]3)=[CH:13][CH:14]=1.[CH3:7][O:8][C:9]1[CH:10]=[CH:11][C:12]([C:15]23[N:32]([C:33]([C:35]4[C:36]([CH3:40])=[N:37][O:38][CH:39]=4)=[O:34])[CH2:31][CH2:30][N:16]2[C:17](=[O:29])[C:18]2[N:19]([CH:21]=[C:22]([C:24]4[N:25]=[N:26][N:27]([CH3:1])[N:28]=4)[CH:23]=2)[CH2:20]3)=[CH:13][CH:14]=1, predict the reactants needed to synthesize it. The reactants are: [C:1](=O)([O-])[O-].[K+].[K+].[CH3:7][O:8][C:9]1[CH:14]=[CH:13][C:12]([C:15]23[N:32]([C:33]([C:35]4[C:36]([CH3:40])=[N:37][O:38][CH:39]=4)=[O:34])[CH2:31][CH2:30][N:16]2[C:17](=[O:29])[C:18]2[N:19]([CH:21]=[C:22]([C:24]4[NH:28][N:27]=[N:26][N:25]=4)[CH:23]=2)[CH2:20]3)=[CH:11][CH:10]=1.CI.